This data is from Catalyst prediction with 721,799 reactions and 888 catalyst types from USPTO. The task is: Predict which catalyst facilitates the given reaction. (1) Reactant: [H-].[Na+].[CH3:3]I.[F:5][C:6]1[CH:7]=[C:8]([NH:12][C:13](=[O:21])[C:14]2[CH:19]=[CH:18][CH:17]=[C:16]([I:20])[CH:15]=2)[CH:9]=[CH:10][CH:11]=1. Product: [F:5][C:6]1[CH:7]=[C:8]([N:12]([CH3:3])[C:13](=[O:21])[C:14]2[CH:19]=[CH:18][CH:17]=[C:16]([I:20])[CH:15]=2)[CH:9]=[CH:10][CH:11]=1. The catalyst class is: 3. (2) Reactant: [I:1][C:2]1[CH:6]=[CH:5][NH:4][N:3]=1.[H-].[Na+].C[C:10]1[CH:17]=[C:16](F)[CH:15]=[CH:14][C:11]=1[C:12]#[N:13]. Product: [I:1][C:2]1[CH:6]=[CH:5][N:4]([C:16]2[CH:15]=[CH:14][C:11]([C:12]#[N:13])=[CH:10][CH:17]=2)[N:3]=1. The catalyst class is: 16. (3) Reactant: [H-].C([Al+]CC(C)C)C(C)C.C[O:12][C:13](=O)[CH:14]=[CH:15][C:16]1[CH:21]=[CH:20][CH:19]=[C:18]([F:22])[CH:17]=1.Cl. Product: [F:22][C:18]1[CH:17]=[C:16]([CH:15]=[CH:14][CH2:13][OH:12])[CH:21]=[CH:20][CH:19]=1. The catalyst class is: 93.